From a dataset of Experimentally validated miRNA-target interactions with 360,000+ pairs, plus equal number of negative samples. Binary Classification. Given a miRNA mature sequence and a target amino acid sequence, predict their likelihood of interaction. (1) The miRNA is hsa-miR-6840-5p with sequence ACCCCCGGGCAAAGACCUGCAGAU. The protein sequence of the target gene is MGTKGKVIKCKAAIAWEAGKPLCIEEVEVAPPKAHEVRIQIIATSLCHTDATVIDSKFEGLAFPVIVGHEAAGIVESIGPGVTNVKPGDKVIPLYAPLCRKCKFCLSPLTNLCGKISNLKSPASDQQLMEDKTSRFTCKGKPVYHFFGTSTFSQYTVVSDINLAKIDDDANLERVCLLGCGFSTGYGAAINNAKVTPGSTCAVFGLGGVGLSAVMGCKAAGASRIIGIDINSEKFVKAKALGATDCLNPRDLHKPIQEVIIELTKGGVDFALDCAGGSETMKAALDCTTAGWGSCTFIGV.... Result: 0 (no interaction). (2) The miRNA is hsa-miR-92b-3p with sequence UAUUGCACUCGUCCCGGCCUCC. The protein sequence of the target gene is MLLSVTSRPGISTFGYNRNNKKPYVSLAQQMAPPSPSNSTPNSSSGSNGNDQLSKTNLYIRGLQPGTTDQDLVKLCQPYGKIVSTKAILDKTTNKCKGYGFVDFDSPSAAQKAVTALKASGVQAQMAKQQEQDPTNLYISNLPLSMDEQELEGMLKPFGQVISTRILRDTSGTSRGVGFARMESTEKCEAIITHFNGKYIKTPPGVPAPSDPLLCKFADGGPKKRQNQGKFVQNGRAWPRNADMGVMALTYDPTTALQNGFYPAPYNITPNRMLAQSALSPYLSSPVSSYQRVTQTSPLQ.... Result: 1 (interaction). (3) The miRNA is dre-miR-1 with sequence UGGAAUGUAAAGAAGUAUGUAU. The protein sequence of the target gene is MYSTNPGSWVTFDDDPAFQSSQKRKDFSLETQGVCRPNGLKLTLPTLRDPPSTPSSASSTPLSSPMVDFYFSPGPPSNSPLSTPTKDFPGFPGIPKAGTHVLYPIPECSSSSAPTTAGGVGPPLLLTKPDCSPHVSLPSSHSHTQPTPTLGFTEDAGPQRVQSEARQFEYFQDHCAFSNPFWKDEGSASPFPLDSLASRKPFSPKDKEVPIGHKSLTQCSLDYICEKLEHLHSAETQDPLGDLSMQDPYAGDTVSFVPHSLFRSQPRAGWSFMLRIPEKKNMMSSRQWGPIFLKVLPGGI.... Result: 0 (no interaction). (4) The miRNA is cel-miR-1822-3p with sequence GAGCUGCCCUCAGAAAAACUCU. The protein sequence of the target gene is MAALMRVKDSSRCLLLLAAVLMVESSQLGSSRAKLNSIKSSLGGETPAQSANRSAGMNQGLAFGGSKKGKSLGQAYPCSSDKECEVGRYCHSPHQGSSACMLCRRKKKRCHRDGMCCPGTRCNNGICIPVTESILTPHIPALDGTRHRDRNHGHYSNHDLGWQNLGRPHSKMPHIKGHEGDPCLRSSDCIDGFCCARHFWTKICKPVLHQGEVCTKQRKKGSHGLEIFQRCDCAKGLSCKVWKDATYSSKARLHVCQKI. Result: 0 (no interaction). (5) The miRNA is hsa-miR-873-3p with sequence GGAGACUGAUGAGUUCCCGGGA. The protein sequence of the target gene is MSSLAVRDPAMDRSLRSVFVGNIPYEATEEQLKDIFSEVGSVVSFRLVYDRETGKPKGYGFCEYQDQETALSAMRNLNGREFSGRALRVDNAASEKNKEELKSLGPAAPIIDSPYGDPIDPEDAPESITRAVASLPPEQMFELMKQMKLCVQNSHQEARNMLLQNPQLAYALLQAQVVMRIMDPEIALKILHRKIHVTPLIPGKSQSVSVSGPGPGPGPGLCPGPNVLLNQQNPPAPQPQHLARRPVKDIPPLMQTPIQGGIPAPGPIPAAVPGAGPGSLTPGGAMQPQLGMPGVGPVPL.... Result: 1 (interaction). (6) The miRNA is hsa-miR-4456 with sequence CCUGGUGGCUUCCUUUU. The protein sequence of the target gene is MEPPSCIQDEPFPHPLEPEPGVSAQPGPGKPSDKRFRLWYVGGSCLDHRTTLPMLPWLMAEIRRRSQKPEAGGCGAPAAREVILVLSAPFLRCVPAPGAGASGGTSPSATQPNPAVFIFEHKAQHISRFIHNSHDLTYFAYLIKAQPDDPESQMACHVFRATDPSQVPDVISSIRQLSKAAMKEDAKPSKDNEDAFYNSQKFEVLYCGKVTVTHKKAPSSLIDDCMEKFSLHEQQRLKIQGEQRGPDPGEDLADLEVVVPGSPGDCLPEEADGTDTHLGLPAGASQPALTSSRVCFPERI.... Result: 1 (interaction).